From a dataset of Forward reaction prediction with 1.9M reactions from USPTO patents (1976-2016). Predict the product of the given reaction. (1) Given the reactants [Br:1][C:2]1[C:10]2[C:9](Cl)=[N:8][CH:7]=[N:6][C:5]=2[S:4][C:3]=1[C:12]#[C:13][CH2:14][O:15][CH3:16].[OH:17][C@H:18]([CH2:24][C:25]1[CH:30]=[CH:29][CH:28]=[CH:27][C:26]=1[O:31][CH:32]1[CH2:37][CH2:36][CH2:35][CH2:34][O:33]1)[C:19]([O:21][CH2:22][CH3:23])=[O:20].C([O-])([O-])=O.[Cs+].[Cs+].C(O)(C)(C)C, predict the reaction product. The product is: [Br:1][C:2]1[C:10]2[C:9]([O:17][C@H:18]([CH2:24][C:25]3[CH:30]=[CH:29][CH:28]=[CH:27][C:26]=3[O:31][CH:32]3[CH2:37][CH2:36][CH2:35][CH2:34][O:33]3)[C:19]([O:21][CH2:22][CH3:23])=[O:20])=[N:8][CH:7]=[N:6][C:5]=2[S:4][C:3]=1[C:12]#[C:13][CH2:14][O:15][CH3:16]. (2) Given the reactants [F:1][C:2]1[CH:3]=[C:4]([CH:7]=[CH:8][C:9]=1F)[CH:5]=[O:6].[CH3:11][S-:12].[Na+].Cl, predict the reaction product. The product is: [F:1][C:2]1[CH:3]=[C:4]([CH:7]=[CH:8][C:9]=1[S:12][CH3:11])[CH:5]=[O:6]. (3) The product is: [F:21][C:22]([F:35])([F:34])[S:23]([O:12][C:2]1[CH:1]=[C:10]2[C:5]([CH:6]=[CH:7][C:8]([O:11][S:23]([C:22]([F:21])([F:34])[F:35])(=[O:24])=[O:25])=[CH:9]2)=[CH:4][CH:3]=1)(=[O:25])=[O:24]. Given the reactants [CH:1]1[C:10]2[C:5](=[CH:6][CH:7]=[C:8]([OH:11])[CH:9]=2)[CH:4]=[CH:3][C:2]=1[OH:12].N1C(C)=CC=CC=1C.[F:21][C:22]([F:35])([F:34])[S:23](O[S:23]([C:22]([F:35])([F:34])[F:21])(=[O:25])=[O:24])(=[O:25])=[O:24].C([O-])(O)=O.[Na+], predict the reaction product. (4) Given the reactants [CH3:1][CH2:2][CH:3]([OH:9])[CH2:4][CH2:5][CH2:6][CH:7]=[CH2:8].ICC(N)=O.O.N(/C(C#N)(C)C[CH2:20][C:21]([OH:23])=[O:22])=N\C(C#N)(C)C[CH2:20][C:21]([OH:23])=[O:22], predict the reaction product. The product is: [OH:9][CH:3]([CH2:2][CH3:1])[CH2:4][CH2:5][CH2:6][CH:7]1[O:23][C:21](=[O:22])[CH2:20][CH2:8]1. (5) The product is: [CH3:13][O:12][C:10]1[CH:11]=[C:2]([C:21]2[C:16]([CH3:15])=[N:17][CH:18]=[CH:19][CH:20]=2)[CH:3]=[C:4]2[C:9]=1[N:8]=[CH:7][NH:6][C:5]2=[O:14]. Given the reactants Br[C:2]1[CH:3]=[C:4]2[C:9](=[C:10]([O:12][CH3:13])[CH:11]=1)[N:8]=[CH:7][NH:6][C:5]2=[O:14].[CH3:15][C:16]1[C:21](B(O)O)=[CH:20][CH:19]=[CH:18][N:17]=1.C(=O)([O-])[O-].[Cs+].[Cs+].O, predict the reaction product.